Task: Predict which catalyst facilitates the given reaction.. Dataset: Catalyst prediction with 721,799 reactions and 888 catalyst types from USPTO (1) Reactant: [Br:1][C:2]1[CH:11]=[C:10]2[C:5]([C:6](=[CH:13][N:14]([CH3:16])C)[C:7](=[O:12])[NH:8][CH2:9]2)=[CH:4][CH:3]=1.[CH3:17][O:18][C:19]1[CH:24]=[CH:23]C(N)=[CH:21][CH:20]=1. Product: [Br:1][C:2]1[CH:11]=[C:10]2[C:5]([C:6](=[CH:13][NH:14][C:16]3[CH:23]=[CH:24][C:19]([O:18][CH3:17])=[CH:20][CH:21]=3)[C:7](=[O:12])[NH:8][CH2:9]2)=[CH:4][CH:3]=1. The catalyst class is: 9. (2) Reactant: Br[C:2]1[S:3][CH:4]=[CH:5][N:6]=1.[C:7]([Si:9]([CH3:12])([CH3:11])[CH3:10])#[CH:8]. Product: [CH3:10][Si:9]([CH3:12])([CH3:11])[C:7]#[C:8][C:2]1[S:3][CH:4]=[CH:5][N:6]=1. The catalyst class is: 540. (3) Reactant: [C:1]1([C:7]([C:10]2[CH:23]=[CH:22][C:21]3[C:20]([C:25]4[CH:30]=[CH:29][C:28]([CH:31]=[C:32]([C:39]5[CH:44]=[CH:43][CH:42]=[CH:41][CH:40]=5)[C:33]5[CH:38]=[CH:37][CH:36]=[CH:35][CH:34]=5)=[CH:27][CH:26]=4)(O)[C:19]4[C:14](=[CH:15][CH:16]=[CH:17][CH:18]=4)[C:13]([C:46]4[CH:51]=[CH:50][C:49]([CH:52]=[C:53]([C:60]5[CH:65]=[CH:64][CH:63]=[CH:62][CH:61]=5)[C:54]5[CH:59]=[CH:58][CH:57]=[CH:56][CH:55]=5)=[CH:48][CH:47]=4)(O)[C:12]=3[CH:11]=2)([CH3:9])[CH3:8])[CH:6]=[CH:5][CH:4]=[CH:3][CH:2]=1.[I-].[K+].O.[PH2](=O)[O-].[Na+].C(O)(=O)C. Product: [C:1]1([C:7]([C:10]2[CH:23]=[CH:22][C:21]3[C:12](=[C:13]([C:46]4[CH:47]=[CH:48][C:49]([CH:52]=[C:53]([C:54]5[CH:59]=[CH:58][CH:57]=[CH:56][CH:55]=5)[C:60]5[CH:61]=[CH:62][CH:63]=[CH:64][CH:65]=5)=[CH:50][CH:51]=4)[C:14]4[C:19]([C:20]=3[C:25]3[CH:30]=[CH:29][C:28]([CH:31]=[C:32]([C:39]5[CH:40]=[CH:41][CH:42]=[CH:43][CH:44]=5)[C:33]5[CH:38]=[CH:37][CH:36]=[CH:35][CH:34]=5)=[CH:27][CH:26]=3)=[CH:18][CH:17]=[CH:16][CH:15]=4)[CH:11]=2)([CH3:9])[CH3:8])[CH:6]=[CH:5][CH:4]=[CH:3][CH:2]=1. The catalyst class is: 226. (4) Reactant: [C:1](/[N:5]=[C:6](\[NH2:11])/[N:7]=[C:8]([NH2:10])[NH2:9])([CH3:4])([CH3:3])[CH3:2].[F:12][C:13]1[C:14]([C:20](OC)=O)=[N:15][C:16]([F:19])=[CH:17][CH:18]=1.CO[Na].O. Product: [C:1]([NH:5][C:6]1[N:7]=[C:8]([NH2:10])[N:9]=[C:20]([C:14]2[C:13]([F:12])=[CH:18][CH:17]=[C:16]([F:19])[N:15]=2)[N:11]=1)([CH3:4])([CH3:2])[CH3:3]. The catalyst class is: 5. (5) Reactant: [NH2:1][CH:2]([CH2:6][C:7]([F:10])([F:9])[F:8])[C:3]([OH:5])=[O:4].[OH-].[Na+].[C:13]([O:17][C:18](O[C:18]([O:17][C:13]([CH3:16])([CH3:15])[CH3:14])=[O:19])=[O:19])([CH3:16])([CH3:15])[CH3:14].Cl. Product: [C:13]([O:17][C:18]([NH:1][CH:2]([CH2:6][C:7]([F:10])([F:9])[F:8])[C:3]([OH:5])=[O:4])=[O:19])([CH3:16])([CH3:15])[CH3:14]. The catalyst class is: 38. (6) Reactant: [Cl:1][C:2]1[CH:7]=[CH:6][C:5]([CH3:8])=[CH:4][C:3]=1[OH:9].[CH3:10][Si](C=[N+]=[N-])(C)C. Product: [CH3:10][O:9][C:3]1[CH:4]=[C:5]([CH3:8])[CH:6]=[CH:7][C:2]=1[Cl:1]. The catalyst class is: 61. (7) Reactant: [C:1]([O:5][C:6]([N:8]([CH2:28][O:29][CH2:30][CH2:31][Si:32]([CH3:35])([CH3:34])[CH3:33])[C:9]1[S:10][C@:11]2([C:25]([OH:27])=O)[C@H:13]([C@:14]([C:17]3[CH:22]=[CH:21][CH:20]=[C:19]([F:23])[C:18]=3[F:24])([CH3:16])[N:15]=1)[CH2:12]2)=[O:7])([CH3:4])([CH3:3])[CH3:2].[C:36](N1C=CN=C1)([N:38]1C=CN=[CH:39]1)=O.CNC. Product: [C:1]([O:5][C:6](=[O:7])[N:8]([C:9]1[S:10][C@:11]2([C:25](=[O:27])[N:38]([CH3:39])[CH3:36])[C@H:13]([C@:14]([C:17]3[CH:22]=[CH:21][CH:20]=[C:19]([F:23])[C:18]=3[F:24])([CH3:16])[N:15]=1)[CH2:12]2)[CH2:28][O:29][CH2:30][CH2:31][Si:32]([CH3:33])([CH3:35])[CH3:34])([CH3:4])([CH3:3])[CH3:2]. The catalyst class is: 1. (8) Reactant: [C:1]([O:5][C:6]([N:8]1[C:12]2[CH:13]=[CH:14][CH:15]=[CH:16][C:11]=2[N:10]=[C:9]1[C:17]1([NH:30][C:31]([O:33][C:34]([CH3:37])([CH3:36])[CH3:35])=[O:32])[CH2:22][CH2:21][N:20]([C:23]([O:25][C:26]([CH3:29])([CH3:28])[CH3:27])=[O:24])[CH2:19][CH2:18]1)=[O:7])([CH3:4])([CH3:3])[CH3:2].[H-].[Na+].[CH3:40]I.O. Product: [C:1]([O:5][C:6]([N:8]1[C:12]2[CH:13]=[CH:14][CH:15]=[CH:16][C:11]=2[N:10]=[C:9]1[C:17]1([N:30]([C:31]([O:33][C:34]([CH3:37])([CH3:36])[CH3:35])=[O:32])[CH3:40])[CH2:22][CH2:21][N:20]([C:23]([O:25][C:26]([CH3:27])([CH3:28])[CH3:29])=[O:24])[CH2:19][CH2:18]1)=[O:7])([CH3:2])([CH3:3])[CH3:4]. The catalyst class is: 9. (9) Reactant: Cl.[F:2][CH:3]1[CH2:6][NH:5][CH2:4]1.C[O-].[Na+].[CH3:10][O:11][C:12]1[CH:13]=[C:14]([NH:25][C:26]2[N:31]=[C:30]([CH:32]=O)[CH:29]=[C:28]([CH2:34][O:35][CH2:36][C:37]([F:40])([F:39])[F:38])[N:27]=2)[CH:15]=[CH:16][C:17]=1[C:18]1[CH:23]=[C:22]([CH3:24])[N:21]=[N:20][CH:19]=1.C(O)(=O)C.C([BH3-])#N.[Na+]. Product: [F:2][CH:3]1[CH2:6][N:5]([CH2:32][C:30]2[CH:29]=[C:28]([CH2:34][O:35][CH2:36][C:37]([F:39])([F:40])[F:38])[N:27]=[C:26]([NH:25][C:14]3[CH:15]=[CH:16][C:17]([C:18]4[CH:23]=[C:22]([CH3:24])[N:21]=[N:20][CH:19]=4)=[C:12]([O:11][CH3:10])[CH:13]=3)[N:31]=2)[CH2:4]1. The catalyst class is: 72.